This data is from Catalyst prediction with 721,799 reactions and 888 catalyst types from USPTO. The task is: Predict which catalyst facilitates the given reaction. (1) Reactant: [Cl:1][C:2]1[CH:7]=[CH:6][C:5]([CH:8]2[CH2:13][CH:12]([S:14]([C:17]3[CH:22]=[CH:21][CH:20]=[C:19]([C:23]([F:26])([F:25])[F:24])[CH:18]=3)(=[O:16])=[O:15])[CH2:11][CH2:10][O:9]2)=[C:4]([CH3:27])[CH:3]=1.[CH3:28]C([O-])(C)C.[K+].CI. Product: [Cl:1][C:2]1[CH:7]=[CH:6][C:5]([CH:8]2[CH2:13][C:12]([CH3:28])([S:14]([C:17]3[CH:22]=[CH:21][CH:20]=[C:19]([C:23]([F:25])([F:24])[F:26])[CH:18]=3)(=[O:16])=[O:15])[CH2:11][CH2:10][O:9]2)=[C:4]([CH3:27])[CH:3]=1. The catalyst class is: 49. (2) The catalyst class is: 69. Reactant: C(OC(=O)[CH:5]([C:9]1[C:14]([N+:15]([O-:17])=[O:16])=[CH:13][CH:12]=[C:11]([F:18])[C:10]=1[F:19])[C:6](=[O:8])[CH3:7])C.Cl.C(O)(=O)C.C([O-])(O)=O.[Na+]. Product: [F:19][C:10]1[C:11]([F:18])=[CH:12][CH:13]=[C:14]([N+:15]([O-:17])=[O:16])[C:9]=1[CH2:5][C:6](=[O:8])[CH3:7]. (3) Reactant: [CH3:1][C:2]1[N:3]=[C:4]([N:10]2[CH:15]=[CH:14][C:13]([C:16]3[CH:21]=[CH:20][CH:19]=[CH:18][CH:17]=3)=[CH:12][C:11]2=[O:22])[S:5][C:6]=1[C:7](O)=[O:8].ON1C2C=CC=CC=2N=N1.CN(C)CCCN=C=NCC.C(N(CC)C(C)C)(C)C.[CH2:53]([NH2:60])[C:54]1[CH:59]=[CH:58][CH:57]=[CH:56][CH:55]=1. Product: [CH2:53]([NH:60][C:7]([C:6]1[S:5][C:4]([N:10]2[CH:15]=[CH:14][C:13]([C:16]3[CH:17]=[CH:18][CH:19]=[CH:20][CH:21]=3)=[CH:12][C:11]2=[O:22])=[N:3][C:2]=1[CH3:1])=[O:8])[C:54]1[CH:59]=[CH:58][CH:57]=[CH:56][CH:55]=1. The catalyst class is: 9. (4) Reactant: [Cl-].[Ca+2].[Cl-].[C:4]([C:6]1[CH:15]=[CH:14][C:9]([C:10](OC)=[O:11])=[C:8]([S:16]([CH3:19])(=[O:18])=[O:17])[CH:7]=1)#[N:5].[BH4-].[Na+]. Product: [OH:11][CH2:10][C:9]1[CH:14]=[CH:15][C:6]([C:4]#[N:5])=[CH:7][C:8]=1[S:16]([CH3:19])(=[O:18])=[O:17]. The catalyst class is: 199. (5) Reactant: [Cl:1][C:2]1[CH:3]=[C:4]([C:14]2[O:18][N:17]=[C:16]([C:19]3[CH:28]=[CH:27][CH:26]=[C:25]4[C:20]=3[CH:21]=[CH:22][N:23]=[C:24]4[CH2:29][CH2:30][C:31]([O:33]C(C)(C)C)=[O:32])[N:15]=2)[CH:5]=[CH:6][C:7]=1[O:8][CH2:9][C:10]([F:13])([F:12])[F:11]. Product: [ClH:1].[Cl:1][C:2]1[CH:3]=[C:4]([C:14]2[O:18][N:17]=[C:16]([C:19]3[CH:28]=[CH:27][CH:26]=[C:25]4[C:20]=3[CH:21]=[CH:22][N:23]=[C:24]4[CH2:29][CH2:30][C:31]([OH:33])=[O:32])[N:15]=2)[CH:5]=[CH:6][C:7]=1[O:8][CH2:9][C:10]([F:12])([F:13])[F:11]. The catalyst class is: 89. (6) Reactant: S(OC)(O[CH3:5])(=O)=O.C([O-])([O-])=O.[K+].[K+].[CH2:14]([N:32]([CH2:40][CH2:41][CH2:42][CH2:43][CH2:44][CH2:45][CH2:46][CH2:47][CH2:48][CH2:49][CH2:50][CH2:51][CH2:52][CH2:53][CH2:54][CH2:55][CH2:56][CH3:57])[C:33](=[O:39])[CH2:34][CH2:35][C:36]([OH:38])=[O:37])[CH2:15][CH2:16][CH2:17][CH2:18][CH2:19][CH2:20][CH2:21][CH2:22][CH2:23][CH2:24][CH2:25][CH2:26][CH2:27][CH2:28][CH2:29][CH2:30][CH3:31]. Product: [CH2:40]([N:32]([CH2:14][CH2:15][CH2:16][CH2:17][CH2:18][CH2:19][CH2:20][CH2:21][CH2:22][CH2:23][CH2:24][CH2:25][CH2:26][CH2:27][CH2:28][CH2:29][CH2:30][CH3:31])[C:33](=[O:39])[CH2:34][CH2:35][C:36]([O:38][CH3:5])=[O:37])[CH2:41][CH2:42][CH2:43][CH2:44][CH2:45][CH2:46][CH2:47][CH2:48][CH2:49][CH2:50][CH2:51][CH2:52][CH2:53][CH2:54][CH2:55][CH2:56][CH3:57]. The catalyst class is: 21.